Dataset: NCI-60 drug combinations with 297,098 pairs across 59 cell lines. Task: Regression. Given two drug SMILES strings and cell line genomic features, predict the synergy score measuring deviation from expected non-interaction effect. (1) Drug 1: C1CNP(=O)(OC1)N(CCCl)CCCl. Drug 2: C1CCC(C(C1)N)N.C(=O)(C(=O)[O-])[O-].[Pt+4]. Cell line: NCI-H322M. Synergy scores: CSS=6.82, Synergy_ZIP=-2.63, Synergy_Bliss=-0.463, Synergy_Loewe=-0.517, Synergy_HSA=-1.08. (2) Drug 1: CC1=CC2C(CCC3(C2CCC3(C(=O)C)OC(=O)C)C)C4(C1=CC(=O)CC4)C. Drug 2: CC1=C2C(C(=O)C3(C(CC4C(C3C(C(C2(C)C)(CC1OC(=O)C(C(C5=CC=CC=C5)NC(=O)C6=CC=CC=C6)O)O)OC(=O)C7=CC=CC=C7)(CO4)OC(=O)C)O)C)OC(=O)C. Cell line: HOP-62. Synergy scores: CSS=40.2, Synergy_ZIP=3.64, Synergy_Bliss=7.49, Synergy_Loewe=-14.9, Synergy_HSA=2.60. (3) Drug 1: CCC1=CC2CC(C3=C(CN(C2)C1)C4=CC=CC=C4N3)(C5=C(C=C6C(=C5)C78CCN9C7C(C=CC9)(C(C(C8N6C)(C(=O)OC)O)OC(=O)C)CC)OC)C(=O)OC.C(C(C(=O)O)O)(C(=O)O)O. Drug 2: CC1=C(C=C(C=C1)NC(=O)C2=CC=C(C=C2)CN3CCN(CC3)C)NC4=NC=CC(=N4)C5=CN=CC=C5. Cell line: MDA-MB-435. Synergy scores: CSS=64.6, Synergy_ZIP=10.1, Synergy_Bliss=10.1, Synergy_Loewe=-21.1, Synergy_HSA=9.50. (4) Drug 1: CCN(CC)CCCC(C)NC1=C2C=C(C=CC2=NC3=C1C=CC(=C3)Cl)OC. Drug 2: C(CCl)NC(=O)N(CCCl)N=O. Cell line: PC-3. Synergy scores: CSS=28.6, Synergy_ZIP=0.896, Synergy_Bliss=7.81, Synergy_Loewe=8.96, Synergy_HSA=9.66. (5) Drug 2: C1C(C(OC1N2C=C(C(=O)NC2=O)F)CO)O. Cell line: SK-MEL-5. Synergy scores: CSS=24.1, Synergy_ZIP=-1.71, Synergy_Bliss=-3.02, Synergy_Loewe=-43.3, Synergy_HSA=-6.75. Drug 1: CN(C)C1=NC(=NC(=N1)N(C)C)N(C)C. (6) Drug 1: CC1=CC2C(CCC3(C2CCC3(C(=O)C)OC(=O)C)C)C4(C1=CC(=O)CC4)C. Drug 2: CCC1(CC2CC(C3=C(CCN(C2)C1)C4=CC=CC=C4N3)(C5=C(C=C6C(=C5)C78CCN9C7C(C=CC9)(C(C(C8N6C)(C(=O)OC)O)OC(=O)C)CC)OC)C(=O)OC)O.OS(=O)(=O)O. Cell line: SK-MEL-5. Synergy scores: CSS=36.7, Synergy_ZIP=2.06, Synergy_Bliss=-3.92, Synergy_Loewe=-88.2, Synergy_HSA=-11.6. (7) Drug 1: CN(C)C1=NC(=NC(=N1)N(C)C)N(C)C. Drug 2: C1C(C(OC1N2C=C(C(=O)NC2=O)F)CO)O. Cell line: NCI-H522. Synergy scores: CSS=25.0, Synergy_ZIP=-0.232, Synergy_Bliss=-2.02, Synergy_Loewe=-42.6, Synergy_HSA=-4.60. (8) Drug 1: C1CCN(CC1)CCOC2=CC=C(C=C2)C(=O)C3=C(SC4=C3C=CC(=C4)O)C5=CC=C(C=C5)O. Drug 2: CCC1(C2=C(COC1=O)C(=O)N3CC4=CC5=C(C=CC(=C5CN(C)C)O)N=C4C3=C2)O.Cl. Cell line: PC-3. Synergy scores: CSS=12.8, Synergy_ZIP=-4.53, Synergy_Bliss=-1.88, Synergy_Loewe=-20.3, Synergy_HSA=-3.09.